Dataset: Rat liver microsome stability data. Task: Regression/Classification. Given a drug SMILES string, predict its absorption, distribution, metabolism, or excretion properties. Task type varies by dataset: regression for continuous measurements (e.g., permeability, clearance, half-life) or binary classification for categorical outcomes (e.g., BBB penetration, CYP inhibition). Dataset: rlm. (1) The compound is CC(CNC(=O)C1CCN(Cc2cc3ccccc3n2Cc2ccccc2)CC1)c1ccccc1. The result is 1 (stable in rat liver microsomes). (2) The molecule is O=C(Nc1nc2cc(C(F)(F)F)ccc2s1)c1ccc(-c2cccc([N+](=O)[O-])c2)o1. The result is 0 (unstable in rat liver microsomes). (3) The molecule is CC#C[C@@H](Cc1nn[nH]n1)c1ccc(OCc2ccc3sc(I)c(-c4ccccc4C)c3c2)cc1. The result is 1 (stable in rat liver microsomes). (4) The compound is CCOC(=O)C1=C(O)C(=Cc2cc(C)n(-c3ccc(C(F)(F)F)cc3)c2C)N=C1C. The result is 0 (unstable in rat liver microsomes). (5) The molecule is CCCCCCCCn1cc(CN2CCC3(CC2)OCCCO3)c2ccc(OC)cc21. The result is 1 (stable in rat liver microsomes). (6) The molecule is C[C@@H]1[C@@H](NC(=O)CN2CCN(C3CCCCC3)CC2)C[C@H]2C[C@@H]1C2(C)C. The result is 1 (stable in rat liver microsomes). (7) The molecule is Cc1cc(C)nc(NC(=S)N2CCN(c3cccc(OC(F)F)c3)CC2)c1. The result is 0 (unstable in rat liver microsomes).